Dataset: Reaction yield outcomes from USPTO patents with 853,638 reactions. Task: Predict the reaction yield, written as a fraction of the theoretical maximum amount of product (1.0 means a 100% yield; for example, 0.34 means a 34% yield). (1) The yield is 0.243. No catalyst specified. The product is [Br:1][C:2]1[CH:3]=[C:4]2[C:9](=[CH:10][CH:11]=1)[C:8](=[O:12])[NH:7][N:6]=[C:5]2[Cl:16]. The reactants are [Br:1][C:2]1[CH:3]=[C:4]2[C:9](=[CH:10][CH:11]=1)[C:8](=[O:12])[NH:7][NH:6][C:5]2=O.O=P(Cl)(Cl)[Cl:16]. (2) The reactants are [C:1]1([C:7]2[CH:11]=[C:10]([CH2:12][CH2:13][CH:14]=O)[O:9][N:8]=2)[CH:6]=[CH:5][CH:4]=[CH:3][CH:2]=1.[C:16]1([CH:22]([C:29]2[CH:34]=[CH:33][CH:32]=[CH:31][CH:30]=2)[N:23]2[CH2:28][CH2:27][NH:26][CH2:25][CH2:24]2)[CH:21]=[CH:20][CH:19]=[CH:18][CH:17]=1.[BH-](OC(C)=O)(OC(C)=O)OC(C)=O.[Na+]. The catalyst is C(Cl)Cl. The product is [C:29]1([CH:22]([C:16]2[CH:21]=[CH:20][CH:19]=[CH:18][CH:17]=2)[N:23]2[CH2:24][CH2:25][N:26]([CH2:14][CH2:13][CH2:12][C:10]3[O:9][N:8]=[C:7]([C:1]4[CH:6]=[CH:5][CH:4]=[CH:3][CH:2]=4)[CH:11]=3)[CH2:27][CH2:28]2)[CH:30]=[CH:31][CH:32]=[CH:33][CH:34]=1. The yield is 0.571. (3) No catalyst specified. The product is [C:1]1([N:7]2[CH2:8][CH2:9][N:10]([C:13](=[S:14])[NH2:15])[CH2:11][CH2:12]2)[CH:6]=[CH:5][CH:4]=[CH:3][CH:2]=1. The yield is 0.630. The reactants are [C:1]1([N:7]2[CH2:12][CH2:11][N:10]([C:13]([NH:15]C(=O)OCC)=[S:14])[CH2:9][CH2:8]2)[CH:6]=[CH:5][CH:4]=[CH:3][CH:2]=1.Cl.[OH-].[Na+].